Dataset: NCI-60 drug combinations with 297,098 pairs across 59 cell lines. Task: Regression. Given two drug SMILES strings and cell line genomic features, predict the synergy score measuring deviation from expected non-interaction effect. Drug 1: COC1=CC(=CC(=C1O)OC)C2C3C(COC3=O)C(C4=CC5=C(C=C24)OCO5)OC6C(C(C7C(O6)COC(O7)C8=CC=CS8)O)O. Drug 2: C1=CC=C(C(=C1)C(C2=CC=C(C=C2)Cl)C(Cl)Cl)Cl. Cell line: SNB-19. Synergy scores: CSS=47.3, Synergy_ZIP=-2.76, Synergy_Bliss=-3.65, Synergy_Loewe=-50.7, Synergy_HSA=-3.26.